From a dataset of Reaction yield outcomes from USPTO patents with 853,638 reactions. Predict the reaction yield, written as a fraction of the theoretical maximum amount of product (1.0 means a 100% yield; for example, 0.34 means a 34% yield). The reactants are [CH:1]([C:4]1[CH:9]=[CH:8][C:7]([CH:10]2[C:14]3([CH2:19][CH2:18][N:17]([CH3:20])[CH2:16][CH2:15]3)[O:13][C:12]3[C:21]([CH3:28])=[C:22]([CH3:27])[C:23]([NH2:26])=[C:24]([CH3:25])[C:11]2=3)=[CH:6][CH:5]=1)([CH3:3])[CH3:2].[Cl:29][C:30]1[CH:38]=[CH:37][C:33]([C:34](Cl)=[O:35])=[CH:32][CH:31]=1. The catalyst is CO. The product is [Cl:29][C:30]1[CH:38]=[CH:37][C:33]([C:34]([NH:26][C:23]2[C:22]([CH3:27])=[C:21]([CH3:28])[C:12]3[O:13][C:14]4([CH2:19][CH2:18][N:17]([CH3:20])[CH2:16][CH2:15]4)[CH:10]([C:7]4[CH:6]=[CH:5][C:4]([CH:1]([CH3:3])[CH3:2])=[CH:9][CH:8]=4)[C:11]=3[C:24]=2[CH3:25])=[O:35])=[CH:32][CH:31]=1. The yield is 0.580.